Dataset: Catalyst prediction with 721,799 reactions and 888 catalyst types from USPTO. Task: Predict which catalyst facilitates the given reaction. (1) Reactant: [CH3:1][C@H:2]1[CH2:6][CH2:5][CH2:4][N:3]1[C:7]([C:9]1[N:17]2[C:12]([CH2:13][O:14][CH2:15][CH2:16]2)=[C:11]([C:18]([OH:20])=O)[CH:10]=1)=[O:8].ON1C2C=CC=CC=2N=N1.Cl.C(N=C=NCCCN(C)C)C.Cl.[Cl:44][C:45]1[CH:46]=[C:47]([C@H:55]([NH2:58])[CH2:56][CH3:57])[CH:48]=[CH:49][C:50]=1[C:51]([F:54])([F:53])[F:52].C(N(CC)CC)C. Product: [Cl:44][C:45]1[CH:46]=[C:47]([C@H:55]([NH:58][C:18]([C:11]2[CH:10]=[C:9]([C:7]([N:3]3[CH2:4][CH2:5][CH2:6][C@@H:2]3[CH3:1])=[O:8])[N:17]3[CH2:16][CH2:15][O:14][CH2:13][C:12]=23)=[O:20])[CH2:56][CH3:57])[CH:48]=[CH:49][C:50]=1[C:51]([F:53])([F:54])[F:52]. The catalyst class is: 9. (2) Reactant: [N:1]1([CH2:7][CH2:8][OH:9])[CH2:6][CH2:5][NH:4][CH2:3][CH2:2]1.N1C=CC=CC=1.[C:16]([Si:20](Cl)([C:27]1[CH:32]=[CH:31][CH:30]=[CH:29][CH:28]=1)[C:21]1[CH:26]=[CH:25][CH:24]=[CH:23][CH:22]=1)([CH3:19])([CH3:18])[CH3:17]. Product: [Si:20]([O:9][CH2:8][CH2:7][N:1]1[CH2:6][CH2:5][NH:4][CH2:3][CH2:2]1)([C:16]([CH3:19])([CH3:18])[CH3:17])([C:27]1[CH:28]=[CH:29][CH:30]=[CH:31][CH:32]=1)[C:21]1[CH:26]=[CH:25][CH:24]=[CH:23][CH:22]=1. The catalyst class is: 64. (3) Reactant: C([Li])CCC.C(NC(C)C)(C)C.[F:13][C:14]1[CH:19]=[CH:18][C:17]([CH3:20])=[CH:16][N:15]=1.[I:21]I.S([O-])([O-])(=O)=S.[Na+].[Na+]. Product: [F:13][C:14]1[C:19]([I:21])=[CH:18][C:17]([CH3:20])=[CH:16][N:15]=1. The catalyst class is: 30. (4) Reactant: Cl.[F:2][C:3]1[CH:4]=[C:5]([CH:33]=[CH:34][C:35]=1[O:36][CH3:37])[CH2:6][N:7]1[C:12]2[CH:13]=[C:14]([C:16]3[CH:21]=[CH:20][C:19]([F:22])=[CH:18][C:17]=3[O:23][CH3:24])[S:15][C:11]=2[C:10](=[O:25])[N:9]([CH:26]2[CH2:31][CH2:30][NH:29][CH2:28][CH2:27]2)[C:8]1=[O:32].[CH2:38]([O:40][C:41]1[C:50]([O:51][CH3:52])=[CH:49][C:48]2[C:47]([C:53]3[CH:61]=[CH:60][C:56]([C:57](O)=[O:58])=[CH:55][CH:54]=3)=[N:46][C@@H:45]3[CH2:62][CH2:63][S:64][CH2:65][C@@H:44]3[C:43]=2[CH:42]=1)[CH3:39].CN(C(ON1N=NC2C=CC=NC1=2)=[N+](C)C)C.F[P-](F)(F)(F)(F)F.CCN(C(C)C)C(C)C. Product: [CH2:38]([O:40][C:41]1[C:50]([O:51][CH3:52])=[CH:49][C:48]2[C:47]([C:53]3[CH:54]=[CH:55][C:56]([C:57]([N:29]4[CH2:28][CH2:27][CH:26]([N:9]5[C:10](=[O:25])[C:11]6[S:15][C:14]([C:16]7[CH:21]=[CH:20][C:19]([F:22])=[CH:18][C:17]=7[O:23][CH3:24])=[CH:13][C:12]=6[N:7]([CH2:6][C:5]6[CH:33]=[CH:34][C:35]([O:36][CH3:37])=[C:3]([F:2])[CH:4]=6)[C:8]5=[O:32])[CH2:31][CH2:30]4)=[O:58])=[CH:60][CH:61]=3)=[N:46][C@@H:45]3[CH2:62][CH2:63][S:64][CH2:65][C@@H:44]3[C:43]=2[CH:42]=1)[CH3:39]. The catalyst class is: 2. (5) Product: [CH:26]([O:25][C:23](=[O:24])[O:22][CH2:21][CH:14]1[CH2:15][CH:16]([OH:17])[CH:12]([N:8]2[C:6]3[N:7]=[C:2]([NH2:1])[N:3]=[CH:4][C:5]=3[S:10][C:9]2=[O:11])[O:13]1)([CH3:28])[CH3:27]. The catalyst class is: 5. Reactant: [NH2:1][C:2]1[N:3]=[CH:4][C:5]2[S:10][C:9](=[O:11])[N:8]([CH:12]3[CH:16]([O:17]C(=O)C)[CH2:15][CH:14]([CH2:21][O:22][C:23]([O:25][CH:26]([CH3:28])[CH3:27])=[O:24])[O:13]3)[C:6]=2[N:7]=1. (6) Reactant: [C:1]1([CH:7]2[NH:12][C:11](=O)[CH2:10][NH:9][C:8]2=O)[CH:6]=[CH:5][CH:4]=[CH:3][CH:2]=1.[H-].[Al+3].[Li+].[H-].[H-].[H-]. Product: [C:1]1([CH:7]2[CH2:8][NH:9][CH2:10][CH2:11][NH:12]2)[CH:2]=[CH:3][CH:4]=[CH:5][CH:6]=1. The catalyst class is: 1. (7) Reactant: Cl[C:2]1[C:11]([Cl:12])=[N:10][C:9]2[C:4](=[CH:5][CH:6]=[CH:7][CH:8]=2)[N:3]=1.[N:13]1([C:19]([O:21][C:22]([CH3:25])([CH3:24])[CH3:23])=[O:20])[CH2:18][CH2:17][NH:16][CH2:15][CH2:14]1.C(N(C(C)C)C(C)C)C. Product: [Cl:12][C:11]1[C:2]([N:16]2[CH2:15][CH2:14][N:13]([C:19]([O:21][C:22]([CH3:25])([CH3:24])[CH3:23])=[O:20])[CH2:18][CH2:17]2)=[N:3][C:4]2[C:9]([N:10]=1)=[CH:8][CH:7]=[CH:6][CH:5]=2. The catalyst class is: 12.